From a dataset of Catalyst prediction with 721,799 reactions and 888 catalyst types from USPTO. Predict which catalyst facilitates the given reaction. (1) Reactant: [NH:1]1[C:9]2[C:4](=[CH:5][CH:6]=[C:7]([CH2:10][NH:11][C:12](=[O:27])[CH2:13][CH2:14][C:15]#[C:16][C:17]3[CH:22]=[CH:21][C:20]([C:23]([F:26])([F:25])[F:24])=[CH:19][CH:18]=3)[CH:8]=2)[CH:3]=[CH:2]1.[CH2:28]([O:30][C:31](=[O:34])[CH2:32]Br)[CH3:29].C(=O)([O-])[O-].[Cs+].[Cs+].[I-].[K+]. Product: [CH2:28]([O:30][C:31](=[O:34])[CH2:32][N:1]1[C:9]2[C:4](=[CH:5][CH:6]=[C:7]([CH2:10][NH:11][C:12](=[O:27])[CH2:13][CH2:14][C:15]#[C:16][C:17]3[CH:22]=[CH:21][C:20]([C:23]([F:24])([F:26])[F:25])=[CH:19][CH:18]=3)[CH:8]=2)[CH:3]=[CH:2]1)[CH3:29]. The catalyst class is: 10. (2) Reactant: [O:1]1[C:5]2([CH2:10][CH2:9][C:8]([C:11]3[CH:16]=[CH:15][C:14]([N+:17]([O-])=O)=[CH:13][N:12]=3)=[CH:7][CH2:6]2)[O:4][CH2:3][CH2:2]1. Product: [O:1]1[C:5]2([CH2:10][CH2:9][CH:8]([C:11]3[N:12]=[CH:13][C:14]([NH2:17])=[CH:15][CH:16]=3)[CH2:7][CH2:6]2)[O:4][CH2:3][CH2:2]1. The catalyst class is: 43. (3) Reactant: [F:1][C:2]([F:6])([F:5])[CH2:3][NH2:4].C(N(CC)CC)C.[F:14][C:15]1[CH:20]=[C:19]([S:21][C:22]([F:25])([F:24])[F:23])[CH:18]=[CH:17][C:16]=1[N:26]([CH3:30])[C:27](Cl)=[O:28]. Product: [F:14][C:15]1[CH:20]=[C:19]([S:21][C:22]([F:25])([F:24])[F:23])[CH:18]=[CH:17][C:16]=1[N:26]([CH3:30])[C:27]([NH:4][CH2:3][C:2]([F:6])([F:5])[F:1])=[O:28]. The catalyst class is: 282. (4) Reactant: C(OC(=O)[NH:7][C@H:8]([C:10]1[N:14]([CH:15]2[CH2:17][CH2:16]2)[C:13]2[CH:18]=[C:19]([F:22])[CH:20]=[CH:21][C:12]=2[N:11]=1)[CH3:9])(C)(C)C.C(O)(C(F)(F)F)=O. Product: [CH:15]1([N:14]2[C:13]3[CH:18]=[C:19]([F:22])[CH:20]=[CH:21][C:12]=3[N:11]=[C:10]2[C@@H:8]([NH2:7])[CH3:9])[CH2:17][CH2:16]1. The catalyst class is: 2. (5) Reactant: [F:1][C:2]1[CH:9]=[CH:8][C:5]([CH:6]=O)=[CH:4][CH:3]=1.[C:10](=[O:17])([O:12][C:13]([CH3:16])([CH3:15])[CH3:14])[NH2:11].[C:18]1([CH3:28])[CH:23]=[CH:22][C:21]([S:24]([O-])(=[O:26])=[O:25])=[CH:20][CH:19]=1.[Na+].Cl[Si](C)(C)C. Product: [F:1][C:2]1[CH:9]=[CH:8][C:5]([CH:6]([NH:11][C:10](=[O:17])[O:12][C:13]([CH3:16])([CH3:15])[CH3:14])[S:24]([C:21]2[CH:22]=[CH:23][C:18]([CH3:28])=[CH:19][CH:20]=2)(=[O:26])=[O:25])=[CH:4][CH:3]=1. The catalyst class is: 47.